This data is from Catalyst prediction with 721,799 reactions and 888 catalyst types from USPTO. The task is: Predict which catalyst facilitates the given reaction. (1) Reactant: [Br:1][C:2]1[CH:3]=[N:4][C:5]([NH2:8])=[N:6][CH:7]=1.Br[CH:10]([CH3:16])[C:11]([CH:13]1[CH2:15][CH2:14]1)=O. Product: [Br:1][C:2]1[CH:3]=[N:4][C:5]2[N:6]([C:10]([CH3:16])=[C:11]([CH:13]3[CH2:15][CH2:14]3)[N:8]=2)[CH:7]=1. The catalyst class is: 3. (2) Reactant: C(OC(=O)[NH:7][C:8]1[CH:13]=[CH:12][CH:11]=[CH:10][C:9]=1[NH:14][C:15](=[O:46])/[CH:16]=[CH:17]/[C:18]1[CH:23]=[CH:22][C:21]([CH:24]([C:36](=[O:45])[NH:37][C:38]2[CH:43]=[CH:42][C:41]([Cl:44])=[CH:40][CH:39]=2)[CH2:25][N:26]2[CH2:30][CH2:29][CH:28]([N:31]([CH2:34][CH3:35])[CH2:32][CH3:33])[CH2:27]2)=[CH:20][CH:19]=1)(C)(C)C.C(O)(C(F)(F)F)=O.C([O-])(O)=O.[Na+]. Product: [NH2:7][C:8]1[CH:13]=[CH:12][CH:11]=[CH:10][C:9]=1[NH:14][C:15](=[O:46])/[CH:16]=[CH:17]/[C:18]1[CH:19]=[CH:20][C:21]([CH:24]([C:36](=[O:45])[NH:37][C:38]2[CH:43]=[CH:42][C:41]([Cl:44])=[CH:40][CH:39]=2)[CH2:25][N:26]2[CH2:30][CH2:29][CH:28]([N:31]([CH2:34][CH3:35])[CH2:32][CH3:33])[CH2:27]2)=[CH:22][CH:23]=1. The catalyst class is: 2. (3) Reactant: [Cl:1][C:2]1[CH:7]=[CH:6][CH:5]=[C:4]([CH3:8])[C:3]=1[NH:9][C:10]1[NH:11][C:12]2[C:18]3[CH2:19][C:20]([CH3:23])([CH3:22])[O:21][C:17]=3[C:16]([C:24]([NH:26][C:27]3[CH:32]=[C:31]([C:33]([F:36])([F:35])[F:34])[CH:30]=[CH:29][C:28]=3[F:37])=[O:25])=[CH:15][C:13]=2[N:14]=1.[C:38]([OH:43])(=[O:42])[C:39]([OH:41])=[O:40]. Product: [C:38]([OH:43])(=[O:42])[C:39]([OH:41])=[O:40].[Cl:1][C:2]1[CH:7]=[CH:6][CH:5]=[C:4]([CH3:8])[C:3]=1[NH:9][C:10]1[NH:11][C:12]2[C:18]3[CH2:19][C:20]([CH3:22])([CH3:23])[O:21][C:17]=3[C:16]([C:24]([NH:26][C:27]3[CH:32]=[C:31]([C:33]([F:36])([F:34])[F:35])[CH:30]=[CH:29][C:28]=3[F:37])=[O:25])=[CH:15][C:13]=2[N:14]=1. The catalyst class is: 21. (4) Reactant: [C:1]([C:3]1(O)[C:12]2([CH3:13])[C:7]([C:8]([CH3:15])([CH3:14])[CH2:9][CH2:10][CH2:11]2)=[CH:6][CH2:5][CH:4]1[CH3:16])#[CH:2].[OH-:18].[Na+]. Product: [CH3:16][C:4]1[CH2:5][CH:6]=[C:7]2[C:12]([CH3:13])([CH2:11][CH2:10][CH2:9][C:8]2([CH3:15])[CH3:14])[C:3]=1[CH2:1][CH:2]=[O:18]. The catalyst class is: 673. (5) Reactant: O1CCCCC1[O:7][NH:8][C:9]([C:11]1[CH:40]=[CH:39][C:14]([CH2:15][NH:16][C:17]([C:19]2[CH:27]=[CH:26][C:25]3[CH2:28][NH:29][CH:30]([C:32]([O:34][C:35]([CH3:38])([CH3:37])[CH3:36])=[O:33])[CH2:31][N:23]4[C:24]=3[C:20]=2[CH:21]=[CH:22]4)=[O:18])=[CH:13][CH:12]=1)=[O:10].O.C(O)(=O)C. Product: [OH:7][NH:8][C:9]([C:11]1[CH:12]=[CH:13][C:14]([CH2:15][NH:16][C:17]([C:19]2[CH:27]=[CH:26][C:25]3[CH2:28][NH:29][CH:30]([C:32]([O:34][C:35]([CH3:36])([CH3:37])[CH3:38])=[O:33])[CH2:31][N:23]4[C:24]=3[C:20]=2[CH:21]=[CH:22]4)=[O:18])=[CH:39][CH:40]=1)=[O:10]. The catalyst class is: 1. (6) The catalyst class is: 2. Reactant: [Br:1][C:2]1[CH:3]=[C:4]2[C:9](=[CH:10][C:11]=1[C:12]([P:15]([O:20][CH2:21][CH3:22])([O:17][CH2:18][CH3:19])=[O:16])([F:14])[F:13])[N:8]=[C:7]([C:23]([OH:25])=O)[CH:6]=[CH:5]2.CCN=C=NCCCN(C)C.[NH2:37][C:38]1[CH:43]=[CH:42][CH:41]=[CH:40][CH:39]=1.CCN(C(C)C)C(C)C. Product: [CH2:18]([O:17][P:15]([C:12]([C:11]1[CH:10]=[C:9]2[C:4]([CH:5]=[CH:6][C:7]([C:23]([NH:37][C:38]3[CH:43]=[CH:42][CH:41]=[CH:40][CH:39]=3)=[O:25])=[N:8]2)=[CH:3][C:2]=1[Br:1])([F:13])[F:14])(=[O:16])[O:20][CH2:21][CH3:22])[CH3:19]. (7) Reactant: [OH:1][C@H:2]1[CH2:6][CH2:5][NH:4][C@@H:3]1[C:7]([OH:9])=[O:8].[OH-].[Na+].[C:12](O[C:12]([O:14][C:15]([CH3:18])([CH3:17])[CH3:16])=[O:13])([O:14][C:15]([CH3:18])([CH3:17])[CH3:16])=[O:13]. Product: [C:15]([O:14][C:12]([N:4]1[CH2:5][CH2:6][C@H:2]([OH:1])[C@H:3]1[C:7]([OH:9])=[O:8])=[O:13])([CH3:18])([CH3:17])[CH3:16]. The catalyst class is: 20. (8) Reactant: [CH3:1][N:2]([CH3:6])[CH2:3][CH2:4][NH2:5].C(N(CC)CC)C.[F:14][C:15]1[CH:20]=[C:19]([S:21][C:22]([F:25])([F:24])[F:23])[CH:18]=[CH:17][C:16]=1[N:26]([CH3:30])[C:27](Cl)=[O:28]. Product: [CH3:1][N:2]([CH3:6])[CH2:3][CH2:4][NH:5][C:27](=[O:28])[N:26]([C:16]1[CH:17]=[CH:18][C:19]([S:21][C:22]([F:23])([F:24])[F:25])=[CH:20][C:15]=1[F:14])[CH3:30]. The catalyst class is: 282.